The task is: Regression/Classification. Given a drug SMILES string, predict its absorption, distribution, metabolism, or excretion properties. Task type varies by dataset: regression for continuous measurements (e.g., permeability, clearance, half-life) or binary classification for categorical outcomes (e.g., BBB penetration, CYP inhibition). Dataset: pgp_broccatelli.. This data is from P-glycoprotein inhibition data for predicting drug efflux from Broccatelli et al.. (1) The compound is O=C(CCc1ccccc1)c1ccccc1OC[C@@H](O)CNc1ccc(C(F)(F)F)cc1. The result is 1 (inhibitor). (2) The compound is C[C@H]1NCCc2cc(O)c(O)cc21. The result is 0 (non-inhibitor). (3) The molecule is CNCCC[C@](C#N)(c1ccc(OC)c(OC)c1)C(C)C. The result is 0 (non-inhibitor). (4) The compound is CC(C)O[C@@H](CCc1ccccc1)c1ccccc1OC[C@@H](O)CN1CCCCC1. The result is 1 (inhibitor). (5) The compound is O=C(Cc1cccc2ccccc12)c1ccccc1OC[C@@H](O)CN1CCC(O)(c2ccccc2)CC1. The result is 1 (inhibitor). (6) The compound is COc1cc2c(cc1OC)CN(CCc1ccc(NC(=O)c3ccccc3NC(=O)c3cccc4ccccc34)cc1)CC2. The result is 1 (inhibitor).